This data is from Forward reaction prediction with 1.9M reactions from USPTO patents (1976-2016). The task is: Predict the product of the given reaction. (1) Given the reactants Cl.[CH3:2][NH:3][NH:4][C:5](=[NH:10])[C:6]([CH3:9])([CH3:8])[CH3:7].Cl[C:12](=O)[C:13]([O:15][CH2:16][CH3:17])=[O:14].CCOC(C)=O.C(Cl)Cl, predict the reaction product. The product is: [CH2:16]([O:15][C:13]([C:12]1[N:3]([CH3:2])[N:4]=[C:5]([C:6]([CH3:9])([CH3:8])[CH3:7])[N:10]=1)=[O:14])[CH3:17]. (2) The product is: [NH:1]1[CH:5]=[C:4]([C:6]2[CH:21]=[CH:20][CH:19]=[CH:18][C:7]=2[O:8][CH2:9][CH:10]([CH:12]2[CH2:17][CH2:16][CH2:15][CH2:14][CH2:13]2)[OH:11])[N:3]=[CH:2]1. Given the reactants [NH:1]1[CH:5]=[C:4]([C:6]2[CH:21]=[CH:20][CH:19]=[CH:18][C:7]=2[O:8][CH2:9][C:10]([CH:12]2[CH2:17][CH2:16][CH2:15][CH2:14][CH2:13]2)=[O:11])[N:3]=[CH:2]1.[BH4-].[Na+], predict the reaction product. (3) Given the reactants [F:1][C:2]1([F:14])[O:6][C:5]2[CH:7]=[C:8]([O:12][CH3:13])[C:9](I)=[CH:10][C:4]=2[O:3]1.[Cl-].[Li+].C([Mg+])(C)C.[Cl-].C(O[B:26]1[O:30][C:29]([CH3:32])([CH3:31])[C:28]([CH3:34])([CH3:33])[O:27]1)(C)C.[NH4+].[Cl-].[Na+].[Cl-], predict the reaction product. The product is: [F:1][C:2]1([F:14])[O:6][C:5]2[CH:7]=[C:8]([O:12][CH3:13])[C:9]([B:26]3[O:30][C:29]([CH3:32])([CH3:31])[C:28]([CH3:34])([CH3:33])[O:27]3)=[CH:10][C:4]=2[O:3]1. (4) Given the reactants Cl.[NH2:2][CH2:3][C:4]1[CH:9]=[CH:8][C:7]([C:10]2[C:11]([C:17]([O:19][CH3:20])=[O:18])=[C:12]([F:16])[CH:13]=[CH:14][CH:15]=2)=[CH:6][C:5]=1[F:21].[OH2:22].ON1[C:28]2[CH:29]=[CH:30][CH:31]=[CH:32][C:27]=2N=N1.C(N([CH2:38][CH3:39])CC)C.Cl.CN(C)CCCN=C=NCC.[CH2:52]1[CH2:56][O:55][CH2:54][CH2:53]1, predict the reaction product. The product is: [CH2:56]([O:55][CH2:54][C@@H:53]1[CH2:52][C@H:39]1[C:38]([NH:2][CH2:3][C:4]1[CH:9]=[CH:8][C:7]([C:10]2[C:11]([C:17]([O:19][CH3:20])=[O:18])=[C:12]([F:16])[CH:13]=[CH:14][CH:15]=2)=[CH:6][C:5]=1[F:21])=[O:22])[C:27]1[CH:32]=[CH:31][CH:30]=[CH:29][CH:28]=1. (5) The product is: [Cl:1][C:2]1[C:3]([C:27]2[CH:32]=[C:31]([Cl:33])[CH:30]=[CH:29][C:28]=2[O:34][CH:35]([F:37])[F:36])=[CH:4][C:5](=[O:26])[N:6]([CH2:8][C:9]([NH:11][C:12]2[CH:13]=[CH:14][C:15]3[N:16]([CH:18]=[C:19]([C:21]([OH:23])=[O:22])[N:20]=3)[CH:17]=2)=[O:10])[CH:7]=1. Given the reactants [Cl:1][C:2]1[C:3]([C:27]2[CH:32]=[C:31]([Cl:33])[CH:30]=[CH:29][C:28]=2[O:34][CH:35]([F:37])[F:36])=[CH:4][C:5](=[O:26])[N:6]([CH2:8][C:9]([NH:11][C:12]2[CH:13]=[CH:14][C:15]3[N:16]([CH:18]=[C:19]([C:21]([O:23]CC)=[O:22])[N:20]=3)[CH:17]=2)=[O:10])[CH:7]=1.[OH-].[Li+], predict the reaction product. (6) Given the reactants [O:1]([C:8]1[CH:9]=[C:10]([CH:13]=[CH:14][CH:15]=1)[CH:11]=O)[C:2]1[CH:7]=[CH:6][CH:5]=[CH:4][CH:3]=1.C(O)(=O)[CH2:17][C:18]([OH:20])=[O:19].N1C=CC=CC=1, predict the reaction product. The product is: [O:1]([C:8]1[CH:9]=[C:10]([CH:13]=[CH:14][CH:15]=1)[CH:11]=[CH:17][C:18]([OH:20])=[O:19])[C:2]1[CH:7]=[CH:6][CH:5]=[CH:4][CH:3]=1. (7) The product is: [ClH:1].[ClH:1].[CH2:3]([N:10]1[CH2:11][CH2:12][N:13]([CH2:16][CH:17]2[CH2:26][CH2:25][C:24]3[C:19](=[CH:20][CH:21]=[C:22]([OH:27])[CH:23]=3)[CH2:18]2)[CH2:14][CH2:15]1)[C:4]1[CH:5]=[CH:6][CH:7]=[CH:8][CH:9]=1. Given the reactants [ClH:1].Cl.[CH2:3]([N:10]1[CH2:15][CH2:14][N:13]([CH2:16][CH:17]2[CH2:26][CH2:25][C:24]3[C:19](=[CH:20][CH:21]=[C:22]([O:27]C)[CH:23]=3)[CH2:18]2)[CH2:12][CH2:11]1)[C:4]1[CH:9]=[CH:8][CH:7]=[CH:6][CH:5]=1, predict the reaction product. (8) Given the reactants Cl[C:2]1[N:10]=[CH:9][N:8]=[C:7]2[C:3]=1[N:4]=[C:5]([C:12]1[CH:17]=[CH:16][CH:15]=[CH:14][CH:13]=1)[N:6]2[CH3:11].[NH3:18], predict the reaction product. The product is: [CH3:11][N:6]1[C:5]([C:12]2[CH:17]=[CH:16][CH:15]=[CH:14][CH:13]=2)=[N:4][C:3]2[C:7]1=[N:8][CH:9]=[N:10][C:2]=2[NH2:18].